From a dataset of Reaction yield outcomes from USPTO patents with 853,638 reactions. Predict the reaction yield, written as a fraction of the theoretical maximum amount of product (1.0 means a 100% yield; for example, 0.34 means a 34% yield). (1) The reactants are [CH2:1]([C@H:8]([NH:23][C:24](=[O:34])[O:25][CH:26]1[CH:33]2[CH:29]([O:30][CH2:31][CH2:32]2)[O:28][CH2:27]1)[C@H:9]([OH:22])[CH2:10][NH:11]C(OCC1C=CC=CC=1)=O)[C:2]1[CH:7]=[CH:6][CH:5]=[CH:4][CH:3]=1. The catalyst is CO. The product is [NH2:11][CH2:10][C@@H:9]([OH:22])[C@@H:8]([NH:23][C:24](=[O:34])[O:25][C@@H:26]1[C@H:33]2[C@H:29]([O:30][CH2:31][CH2:32]2)[O:28][CH2:27]1)[CH2:1][C:2]1[CH:7]=[CH:6][CH:5]=[CH:4][CH:3]=1. The yield is 0.950. (2) The reactants are [Si]([O:8][CH2:9][C:10]1[CH:15]=[CH:14][CH:13]=[C:12]([C:16]([O:19][CH3:20])([CH3:18])[CH3:17])[N:11]=1)(C(C)(C)C)(C)C. The catalyst is CC(O)=O.C1COCC1.O. The product is [OH:8][CH2:9][C:10]1[CH:15]=[CH:14][CH:13]=[C:12]([C:16]([O:19][CH3:20])([CH3:17])[CH3:18])[N:11]=1. The yield is 1.00. (3) The reactants are Br[C:2]1[CH:3]=[C:4]2[C:10]([C:11]3[CH:16]=[CH:15][CH:14]=[CH:13][C:12]=3[O:17][CH3:18])=[CH:9][N:8]([S:19]([C:22]3[CH:27]=[CH:26][C:25]([CH3:28])=[CH:24][CH:23]=3)(=[O:21])=[O:20])[C:5]2=[N:6][CH:7]=1.[C:29]([O:33][C:34]([C:36]1[CH:37]=[C:38](B(O)O)[CH:39]=[CH:40][CH:41]=1)=[O:35])([CH3:32])([CH3:31])[CH3:30].ClCCl. The catalyst is C1C=CC(P(C2C=CC=CC=2)[C-]2C=CC=C2)=CC=1.C1C=CC(P(C2C=CC=CC=2)[C-]2C=CC=C2)=CC=1.Cl[Pd]Cl.[Fe+2].C(#N)C. The product is [C:29]([O:33][C:34](=[O:35])[C:36]1[CH:37]=[CH:38][CH:39]=[C:40]([C:2]2[CH:3]=[C:4]3[C:10]([C:11]4[CH:16]=[CH:15][CH:14]=[CH:13][C:12]=4[O:17][CH3:18])=[CH:9][N:8]([S:19]([C:22]4[CH:23]=[CH:24][C:25]([CH3:28])=[CH:26][CH:27]=4)(=[O:20])=[O:21])[C:5]3=[N:6][CH:7]=2)[CH:41]=1)([CH3:32])([CH3:30])[CH3:31]. The yield is 0.870. (4) The reactants are [CH3:1][C:2]1[CH:3]=[C:4]([O:15][C:16]2[C:25]3[C:20](=[CH:21][C:22]([OH:28])=[C:23]([O:26][CH3:27])[CH:24]=3)[N:19]=[CH:18][CH:17]=2)[C:5]([C:9]2[CH:10]=[N:11][CH:12]=[CH:13][CH:14]=2)=[N:6][C:7]=1[CH3:8].C(=O)([O-])[O-].[K+].[K+].Br[CH2:36][CH2:37][CH2:38][CH2:39][OH:40].O. The catalyst is CN(C)C=O. The product is [CH3:1][C:2]1[CH:3]=[C:4]([O:15][C:16]2[C:25]3[C:20](=[CH:21][C:22]([O:28][CH2:36][CH2:37][CH2:38][CH2:39][OH:40])=[C:23]([O:26][CH3:27])[CH:24]=3)[N:19]=[CH:18][CH:17]=2)[C:5]([C:9]2[CH:10]=[N:11][CH:12]=[CH:13][CH:14]=2)=[N:6][C:7]=1[CH3:8]. The yield is 0.350. (5) The reactants are [Cl:1][C:2](=[CH2:10])[C:3]([CH3:9])([CH3:8])[C:4]([O:6]C)=[O:5].[OH-].[Na+]. The catalyst is O. The product is [Cl:1][C:2](=[CH2:10])[C:3]([CH3:9])([CH3:8])[C:4]([OH:6])=[O:5]. The yield is 0.700. (6) The yield is 0.210. The product is [Cl:14][C:4]1[N:3]=[CH:2][C:11]2[C:6]([CH:5]=1)=[CH:7][CH:8]=[C:9]([O:12][CH3:13])[CH:10]=2. The catalyst is C(O)(=O)C. The reactants are Cl[C:2]1[C:11]2[C:6](=[CH:7][CH:8]=[C:9]([O:12][CH3:13])[CH:10]=2)[CH:5]=[C:4]([Cl:14])[N:3]=1.Cl.[Sn].[NH4+].[OH-]. (7) The reactants are [Br:1][C:2]1[CH:11]=[CH:10][C:5]([C:6]([NH:8][NH2:9])=[O:7])=[CH:4][CH:3]=1.[C:12](Cl)(=[O:19])[C:13]1[CH:18]=[CH:17][CH:16]=[CH:15][CH:14]=1. The catalyst is CN1CCCC1=O. The product is [C:12]([NH:9][NH:8][C:6](=[O:7])[C:5]1[CH:10]=[CH:11][C:2]([Br:1])=[CH:3][CH:4]=1)(=[O:19])[C:13]1[CH:18]=[CH:17][CH:16]=[CH:15][CH:14]=1. The yield is 0.800.